Dataset: Catalyst prediction with 721,799 reactions and 888 catalyst types from USPTO. Task: Predict which catalyst facilitates the given reaction. (1) Reactant: O1CCOC[CH2:2]1.Cl.[C:8]([C:10]1[CH:18]=[CH:17][C:13]([C:14]([OH:16])=[O:15])=[C:12]([F:19])[CH:11]=1)#[N:9]. Product: [C:8]([C:10]1[CH:18]=[CH:17][C:13]([C:14]([O:16][CH3:2])=[O:15])=[C:12]([F:19])[CH:11]=1)#[N:9]. The catalyst class is: 5. (2) Reactant: [NH2:1][C:2]1[CH:3]=[C:4]2[C:9](=[CH:10][CH:11]=1)[N:8]=[CH:7][C:6]([C:12]#[N:13])=[C:5]2[NH:14][C:15]1[CH:20]=[CH:19][C:18]([F:21])=[C:17]([Cl:22])[CH:16]=1.[C:23]([C:25]1[C:26]([F:36])=[C:27]([CH:30]=[CH:31][C:32]=1[N:33]([CH3:35])[CH3:34])[CH:28]=O)#[N:24].[BH3-]C#N.[Na+]. Product: [Cl:22][C:17]1[CH:16]=[C:15]([NH:14][C:5]2[C:4]3[C:9](=[CH:10][CH:11]=[C:2]([NH:1][CH2:28][C:27]4[CH:30]=[CH:31][C:32]([N:33]([CH3:34])[CH3:35])=[C:25]([C:23]#[N:24])[C:26]=4[F:36])[CH:3]=3)[N:8]=[CH:7][C:6]=2[C:12]#[N:13])[CH:20]=[CH:19][C:18]=1[F:21]. The catalyst class is: 14. (3) Reactant: [CH2:1]([N:8]([CH2:11][C@@H:12]1[O:17][C:16]2[C:18]([F:22])=[CH:19][CH:20]=[CH:21][C:15]=2[O:14][CH2:13]1)[CH2:9][CH3:10])[C:2]1[CH:7]=[CH:6][CH:5]=[CH:4][CH:3]=1.[Li]CCCC.[CH3:28][S:29]C.[NH4+].[Cl-]. Product: [CH2:1]([N:8]([CH2:11][C@@H:12]1[O:17][C:16]2[C:18]([F:22])=[C:19]([S:29][CH3:28])[CH:20]=[CH:21][C:15]=2[O:14][CH2:13]1)[CH2:9][CH3:10])[C:2]1[CH:7]=[CH:6][CH:5]=[CH:4][CH:3]=1. The catalyst class is: 1. (4) Product: [O:12]1[C:66]2[C:71](=[CH:70][CH:69]=[CH:68][CH:67]=2)[CH2:62][CH:63]([OH:82])[CH:1]1[C:2]1[CH:3]=[CH:4][CH:7]=[CH:9][CH:10]=1. The catalyst class is: 6. Reactant: [C:1]([OH:12])(=O)[C:2]1[CH:10]=[CH:9][C:7](O)=[C:4](OC)[CH:3]=1.C(O)(=O)C1C=C(OC)C(O)=C(OC)C=1.OC1C=CC(C(O)=O)=CC=1.C(O)(=O)C1C=CC(O)=C(O)C=1.C(O)(=O)/C=C/C1C=CC(O)=C(OC)C=1.[CH2:62]1[C:71]2[C:66](=[CH:67][C:68](O)=[CH:69][C:70]=2O)O[C@H](C2C=CC(O)=C(O)C=2)[C@H:63]1[OH:82].C1C([C@H]2OC3C=C(O)C=C(O)C=3C[C@H]2O)=CC(O)=C(O)C=1.C1C(C2OC3C=C(O)C=C(O)C=3CC2O)=CC(O)=C(O)C=1. (5) Reactant: [CH3:1][C:2]([C:4]1[CH:5]=[CH:6][CH:7]=[C:8]([OH:10])[CH:9]=1)=[O:3].Br[CH2:12][CH2:13][CH2:14][CH2:15][CH2:16][C:17]([O:19]CC)=[O:18].C(=O)([O-])[O-].[K+].[K+].[OH-].[Na+].Cl. Product: [C:2]([C:4]1[CH:9]=[C:8]([CH:7]=[CH:6][CH:5]=1)[O:10][CH2:12][CH2:13][CH2:14][CH2:15][CH2:16][C:17]([OH:19])=[O:18])(=[O:3])[CH3:1]. The catalyst class is: 8. (6) Reactant: C(=O)([O-])[O-].[K+].[K+].CO[CH:9](OC)[CH2:10]Br.[Br:14][C:15]1[CH:20]=[C:19]([Cl:21])[CH:18]=[CH:17][C:16]=1[SH:22].[C:23]([O:26][CH2:27][CH3:28])(=[O:25])[CH3:24]. Product: [Br:14][C:15]1[CH:20]=[C:19]([Cl:21])[CH:18]=[CH:17][C:16]=1[S:22][CH2:24][CH:23]([O:25][CH2:9][CH3:10])[O:26][CH2:27][CH3:28]. The catalyst class is: 18. (7) Reactant: [C:1]([C:5]1[N:9]([CH2:10][CH:11]2[CH2:16][CH2:15][O:14][CH2:13][CH2:12]2)[C:8]2[CH:17]=[CH:18][C:19]([S:21](Cl)(=[O:23])=[O:22])=[CH:20][C:7]=2[N:6]=1)([CH3:4])([CH3:3])[CH3:2].[NH:25]1[CH2:30][CH2:29][CH:28]([C:31]([O:33][CH3:34])=[O:32])[CH2:27][CH2:26]1. Product: [C:1]([C:5]1[N:9]([CH2:10][CH:11]2[CH2:16][CH2:15][O:14][CH2:13][CH2:12]2)[C:8]2[CH:17]=[CH:18][C:19]([S:21]([N:25]3[CH2:30][CH2:29][CH:28]([C:31]([O:33][CH3:34])=[O:32])[CH2:27][CH2:26]3)(=[O:23])=[O:22])=[CH:20][C:7]=2[N:6]=1)([CH3:4])([CH3:3])[CH3:2]. The catalyst class is: 649.